Dataset: Full USPTO retrosynthesis dataset with 1.9M reactions from patents (1976-2016). Task: Predict the reactants needed to synthesize the given product. (1) Given the product [Br:1][C:2]1[C:3]([N:18]2[CH2:23][CH2:22][CH:21]([CH3:24])[CH2:20][CH2:19]2)=[C:4]([C@H:10]([O:17][C:4]([CH3:10])([CH3:5])[CH3:3])[C:11]([O:13][CH:14]([CH3:16])[CH3:15])=[O:12])[C:5]([CH3:9])=[N:6][C:7]=1[CH3:8], predict the reactants needed to synthesize it. The reactants are: [Br:1][C:2]1[C:3]([N:18]2[CH2:23][CH2:22][CH:21]([CH3:24])[CH2:20][CH2:19]2)=[C:4]([C@H:10]([OH:17])[C:11]([O:13][CH:14]([CH3:16])[CH3:15])=[O:12])[C:5]([CH3:9])=[N:6][C:7]=1[CH3:8]. (2) Given the product [CH3:1][O:2][C:3]([CH:5]1[CH2:8][N:7]([CH2:9][C:10]2[CH:15]=[CH:14][CH:13]=[C:12]([NH2:16])[CH:11]=2)[CH2:6]1)=[O:4], predict the reactants needed to synthesize it. The reactants are: [CH3:1][O:2][C:3]([CH:5]1[CH2:8][N:7]([CH2:9][C:10]2[CH:15]=[CH:14][CH:13]=[C:12]([N+:16]([O-])=O)[CH:11]=2)[CH2:6]1)=[O:4]. (3) Given the product [Br:27][C:10]1[CH:11]=[C:2]([OH:1])[CH:3]=[C:4]2[C:9]=1[CH:8]=[C:7]([C:12]1[O:13][C:14]3[CH:26]=[CH:25][CH:24]=[CH:23][C:15]=3[C:16]=1[C:17](=[O:22])[CH2:18][CH:19]([CH3:21])[CH3:20])[CH:6]=[CH:5]2, predict the reactants needed to synthesize it. The reactants are: [OH:1][C:2]1[CH:3]=[C:4]2[C:9](=[CH:10][CH:11]=1)[CH:8]=[C:7]([C:12]1[O:13][C:14]3[CH:26]=[CH:25][CH:24]=[CH:23][C:15]=3[C:16]=1[C:17](=[O:22])[CH2:18][CH:19]([CH3:21])[CH3:20])[CH:6]=[CH:5]2.[Br:27]Br.C([O-])(=O)C.[K+].